Dataset: Reaction yield outcomes from USPTO patents with 853,638 reactions. Task: Predict the reaction yield, written as a fraction of the theoretical maximum amount of product (1.0 means a 100% yield; for example, 0.34 means a 34% yield). (1) The reactants are [NH2:1][C:2]1[CH:7]=[CH:6][C:5]([C:8]2[C:16]3[C:15]([NH2:17])=[N:14][CH:13]=[N:12][C:11]=3[O:10][CH:9]=2)=[CH:4][CH:3]=1.N1C=CC=CC=1.[C:24]1([S:30](Cl)(=[O:32])=[O:31])[CH:29]=[CH:28][CH:27]=[CH:26][CH:25]=1. The catalyst is ClCCl.O. The product is [NH2:17][C:15]1[C:16]2[C:8]([C:5]3[CH:4]=[CH:3][C:2]([NH:1][S:30]([C:24]4[CH:29]=[CH:28][CH:27]=[CH:26][CH:25]=4)(=[O:32])=[O:31])=[CH:7][CH:6]=3)=[CH:9][O:10][C:11]=2[N:12]=[CH:13][N:14]=1. The yield is 0.640. (2) The reactants are [N:1]1[CH:2]=[CH:3][N:4]2[CH:9]=[CH:8][CH:7]=[C:6]([C:10]#[N:11])[C:5]=12.[I:12]N1C(=O)CCC1=O. The catalyst is ClCCl. The product is [I:12][C:3]1[N:4]2[CH:9]=[CH:8][CH:7]=[C:6]([C:10]#[N:11])[C:5]2=[N:1][CH:2]=1. The yield is 0.800. (3) The reactants are [CH2:1]([N:5]([CH2:27][CH2:28][CH2:29][CH3:30])[C:6]1[CH:11]=[CH:10][C:9]([CH:12]=[CH:13][C:14]2[CH2:19][C:18]([CH3:21])([CH3:20])[CH2:17][C:16](=[CH:22][CH:23]=O)[CH:15]=2)=[C:8]([O:25][CH3:26])[CH:7]=1)[CH2:2][CH2:3][CH3:4].[C:31]([C:33]1[C:34](=[C:41]([C:44]#[N:45])[C:42]#[N:43])[O:35][C:36]([CH3:40])([CH3:39])[C:37]=1[CH3:38])#[N:32].C([O-])(=O)C.[NH4+]. The catalyst is C(O)C. The product is [CH2:27]([N:5]([CH2:1][CH2:2][CH2:3][CH3:4])[C:6]1[CH:11]=[CH:10][C:9]([CH:12]=[CH:13][C:14]2[CH2:19][C:18]([CH3:20])([CH3:21])[CH2:17][C:16](=[CH:22][CH:23]=[CH:38][C:37]3[C:36]([CH3:39])([CH3:40])[O:35][C:34](=[C:41]([C:42]#[N:43])[C:44]#[N:45])[C:33]=3[C:31]#[N:32])[CH:15]=2)=[C:8]([O:25][CH3:26])[CH:7]=1)[CH2:28][CH2:29][CH3:30]. The yield is 0.918. (4) The reactants are Cl.[NH2:2][C:3]1([CH3:10])[CH2:8][CH2:7][CH:6]([OH:9])[CH2:5][CH2:4]1.[OH-].[Na+].[CH3:13][C:14]([O:17][C:18](O[C:18]([O:17][C:14]([CH3:16])([CH3:15])[CH3:13])=[O:19])=[O:19])([CH3:16])[CH3:15]. The catalyst is C1COCC1.O.O. The product is [OH:9][CH:6]1[CH2:7][CH2:8][C:3]([NH:2][C:18](=[O:19])[O:17][C:14]([CH3:16])([CH3:15])[CH3:13])([CH3:10])[CH2:4][CH2:5]1. The yield is 0.520.